Dataset: Full USPTO retrosynthesis dataset with 1.9M reactions from patents (1976-2016). Task: Predict the reactants needed to synthesize the given product. (1) Given the product [N:33]1[CH:31]=[CH:32][N:22]2[CH:21]=[CH:20][N:19]=[C:24]([N:25]3[CH2:29][CH2:28][C@H:27]([NH:30][C:12]([C:9]4[N:8]=[C:7]([C:1]5[CH:2]=[CH:3][CH:4]=[CH:5][CH:6]=5)[O:11][N:10]=4)=[O:14])[CH2:26]3)[C:23]=12, predict the reactants needed to synthesize it. The reactants are: [C:1]1([C:7]2[O:11][N:10]=[C:9]([C:12]([OH:14])=O)[N:8]=2)[CH:6]=[CH:5][CH:4]=[CH:3][CH:2]=1.Cl.N1C=N[N:19]2[C:24]([N:25]3[CH2:29][CH2:28][C@H:27]([NH2:30])[CH2:26]3)=[CH:23][N:22]=[CH:21][C:20]=12.[CH2:31]([N:33](CC)C(C)C)[CH3:32].CN(C(ON1N=NC2C=CC=NC1=2)=[N+](C)C)C.F[P-](F)(F)(F)(F)F. (2) Given the product [NH2:13][C:10]1[CH:11]=[C:12]2[C:7]([C:6]([C:16]3[CH:21]=[C:20]([F:22])[C:19]([F:23])=[C:18]([F:24])[CH:17]=3)=[CH:5][N:4]2[CH:1]([CH3:3])[CH3:2])=[CH:8][CH:9]=1, predict the reactants needed to synthesize it. The reactants are: [CH:1]([N:4]1[C:12]2[C:7](=[CH:8][CH:9]=[C:10]([N+:13]([O-])=O)[CH:11]=2)[C:6]([C:16]2[CH:21]=[C:20]([F:22])[C:19]([F:23])=[C:18]([F:24])[CH:17]=2)=[CH:5]1)([CH3:3])[CH3:2].FC1C=CC=C(F)C=1F.O1CCCC1.[BH4-].[Na+].